From a dataset of Reaction yield outcomes from USPTO patents with 853,638 reactions. Predict the reaction yield, written as a fraction of the theoretical maximum amount of product (1.0 means a 100% yield; for example, 0.34 means a 34% yield). (1) The reactants are B([O-])[O-].Br[C:5]1[CH:10]=[CH:9][C:8]([C@@H:11]2[C@@H:13]([C:14]3[CH:19]=[CH:18][CH:17]=[CH:16][CH:15]=3)[C@H:12]2[C:20]([O:22][CH3:23])=[O:21])=[CH:7][CH:6]=1.Cl[C:25]1[N:30]=[CH:29][CH:28]=[CH:27][N:26]=1. No catalyst specified. The product is [CH3:23][O:22][C:20]([C@H:12]1[C@H:11]([C:8]2[CH:9]=[CH:10][C:5]([C:25]3[N:30]=[CH:29][CH:28]=[CH:27][N:26]=3)=[CH:6][CH:7]=2)[C@H:13]1[C:14]1[CH:19]=[CH:18][CH:17]=[CH:16][CH:15]=1)=[O:21]. The yield is 0.460. (2) The reactants are [N+:1]([C:4]1[CH:5]=[C:6]([CH:10]=[C:11]([C:13]2[O:14][C:15]3[C:16]([N:21]=2)=[N:17][CH:18]=[CH:19][CH:20]=3)[CH:12]=1)[C:7](O)=[O:8])([O-:3])=[O:2].CN1CCOCC1.ClC(OCC(C)C)=O.[BH4-].[Na+]. The catalyst is C1COCC1.O. The product is [N+:1]([C:4]1[CH:5]=[C:6]([CH2:7][OH:8])[CH:10]=[C:11]([C:13]2[O:14][C:15]3[C:16]([N:21]=2)=[N:17][CH:18]=[CH:19][CH:20]=3)[CH:12]=1)([O-:3])=[O:2]. The yield is 0.680. (3) The reactants are [NH2:1][C:2]1[CH:3]=[C:4]([C:9]2[CH:10]=[CH:11][C:12]3[O:18][CH2:17][CH2:16][N:15]([C:19]([O:21][C:22]([CH3:25])([CH3:24])[CH3:23])=[O:20])[CH2:14][C:13]=3[CH:26]=2)[CH:5]=[CH:6][C:7]=1[NH2:8].[CH2:27]([N:29]=[C:30]=S)[CH3:28].O.Cl.CN(C)CCCN=C=NCC. The catalyst is C(OCC)(=O)C. The product is [CH2:27]([NH:29][C:30]1[NH:1][C:2]2[CH:3]=[C:4]([C:9]3[CH:10]=[CH:11][C:12]4[O:18][CH2:17][CH2:16][N:15]([C:19]([O:21][C:22]([CH3:23])([CH3:25])[CH3:24])=[O:20])[CH2:14][C:13]=4[CH:26]=3)[CH:5]=[CH:6][C:7]=2[N:8]=1)[CH3:28]. The yield is 0.390. (4) The reactants are [CH3:1][O:2][CH2:3][CH:4]([CH2:29][O:30][CH3:31])[O:5][C:6]1[CH:7]=[C:8]([O:18][C:19]2[CH:24]=[CH:23][C:22]([S:25]([CH3:28])(=[O:27])=[O:26])=[CH:21][N:20]=2)[CH:9]=[C:10]2[C:14]=1[NH:13][C:12]([C:15](=[S:17])[NH2:16])=[CH:11]2.[C:32]([O:37][CH2:38][CH3:39])(=[O:36])[C:33]#[C:34][CH3:35].C(P(CCCC)CCCC)CCC.O1CCCC1. The catalyst is C1(C)C=CC=CC=1. The product is [CH3:1][O:2][CH2:3][CH:4]([CH2:29][O:30][CH3:31])[O:5][C:6]1[CH:7]=[C:8]([O:18][C:19]2[CH:24]=[CH:23][C:22]([S:25]([CH3:28])(=[O:26])=[O:27])=[CH:21][N:20]=2)[CH:9]=[C:10]2[C:14]=1[NH:13][C:12]([C:15]1[S:17][CH:34]([CH2:33][C:32]([O:37][CH2:38][CH3:39])=[O:36])[CH2:35][N:16]=1)=[CH:11]2. The yield is 0.550. (5) The reactants are [O:1]1[CH2:6][CH2:5][N:4]([C:7]2[C:8]3[S:21][C:20]([C:22]([OH:24])=O)=[CH:19][C:9]=3[N:10]=[C:11](C3C=NC=CC=3)[N:12]=2)[CH2:3][CH2:2]1.ON1C2N=CC=CC=2N=N1.F[P-](F)(F)(F)(F)F.C[N+](C)=C(N(C)C)O.C(N(CC)C(C)C)(C)C.[Cl-:59].[NH4+:60]. The catalyst is CN(C=O)C.CCOC(C)=O. The product is [Cl:59][C:11]1[N:12]=[C:7]([N:4]2[CH2:5][CH2:6][O:1][CH2:2][CH2:3]2)[C:8]2[S:21][C:20]([C:22]([NH2:60])=[O:24])=[CH:19][C:9]=2[N:10]=1. The yield is 0.810.